Dataset: Reaction yield outcomes from USPTO patents with 853,638 reactions. Task: Predict the reaction yield, written as a fraction of the theoretical maximum amount of product (1.0 means a 100% yield; for example, 0.34 means a 34% yield). (1) The yield is 0.145. The reactants are [CH3:1][O:2][CH:3]([C:7]1[CH:12]=[CH:11][CH:10]=[CH:9][CH:8]=1)[C:4](Cl)=[O:5].[O:13]1[CH2:18][CH2:17][C:16](=[O:19])[CH2:15][CH2:14]1. No catalyst specified. The product is [CH3:1][O:2][CH:3]([C:7]1[CH:12]=[CH:11][CH:10]=[CH:9][CH:8]=1)[C:4]([CH:15]1[C:16](=[O:19])[CH2:17][CH2:18][O:13][CH2:14]1)=[O:5]. (2) The yield is 0.320. The catalyst is CN(C)C(=O)C.C(OCC)(=O)C. The reactants are [CH2:1]([C:5]1[N:6]=[C:7]([CH2:27][O:28][CH3:29])[NH:8][C:9](=[O:26])[C:10]=1[CH2:11][C:12]1[CH:17]=[CH:16][C:15]([C:18]2[C:19]([C:24]#[N:25])=[CH:20][CH:21]=[CH:22][CH:23]=2)=[CH:14][CH:13]=1)[CH2:2][CH2:3][CH3:4].[CH2:30](Br)[C:31]1[CH:36]=[CH:35][CH:34]=[CH:33][CH:32]=1.C(=O)([O-])[O-].[Cs+].[Cs+]. The product is [CH2:30]([N:8]1[C:9](=[O:26])[C:10]([CH2:11][C:12]2[CH:17]=[CH:16][C:15]([C:18]3[C:19]([C:24]#[N:25])=[CH:20][CH:21]=[CH:22][CH:23]=3)=[CH:14][CH:13]=2)=[C:5]([CH2:1][CH2:2][CH2:3][CH3:4])[N:6]=[C:7]1[CH2:27][O:28][CH3:29])[C:31]1[CH:36]=[CH:35][CH:34]=[CH:33][CH:32]=1. (3) The reactants are [C:1]([O:5][C:6]([NH:8][CH:9]([CH3:16])[CH2:10]OS(C)(=O)=O)=[O:7])([CH3:4])([CH3:3])[CH3:2].[NH:17]1[CH2:22][CH2:21][O:20][CH2:19][CH2:18]1.C([O-])([O-])=O.[K+].[K+]. The yield is 0.620. The catalyst is CC#N. The product is [C:1]([O:5][C:6](=[O:7])[NH:8][CH:9]([CH3:16])[CH2:10][N:17]1[CH2:22][CH2:21][O:20][CH2:19][CH2:18]1)([CH3:4])([CH3:3])[CH3:2]. (4) The reactants are [F:1][C:2]1([F:9])[CH2:7][CH2:6][CH:5]([OH:8])[CH2:4][CH2:3]1.[H-].[Na+].[CH2:12]([S:14]([C:17]1[CH:18]=[CH:19][C:20](F)=[C:21]([C:23]2[N:28]3[CH:29]=[N:30][CH:31]=[C:27]3[C:26](=[O:32])[N:25]([CH3:33])[CH:24]=2)[CH:22]=1)(=[O:16])=[O:15])[CH3:13]. The catalyst is C1COCC1. The product is [F:1][C:2]1([F:9])[CH2:7][CH2:6][CH:5]([O:8][C:20]2[CH:19]=[CH:18][C:17]([S:14]([CH2:12][CH3:13])(=[O:16])=[O:15])=[CH:22][C:21]=2[C:23]2[N:28]3[CH:29]=[N:30][CH:31]=[C:27]3[C:26](=[O:32])[N:25]([CH3:33])[CH:24]=2)[CH2:4][CH2:3]1. The yield is 0.220.